This data is from Catalyst prediction with 721,799 reactions and 888 catalyst types from USPTO. The task is: Predict which catalyst facilitates the given reaction. (1) Reactant: [Cl:1][C:2]1[CH:3]=[C:4]([NH2:12])[C:5]([NH2:11])=[CH:6][C:7]=1[N+:8]([O-:10])=[O:9].[CH:13](=O)[CH:14]=O.O. Product: [Cl:1][C:2]1[CH:3]=[C:4]2[C:5](=[CH:6][C:7]=1[N+:8]([O-:10])=[O:9])[N:11]=[CH:14][CH:13]=[N:12]2. The catalyst class is: 14. (2) Reactant: [C:1]1([C:7](=O)[CH2:8][C:9]2[CH:14]=[CH:13][N:12]=[CH:11][CH:10]=2)[CH:6]=[CH:5][CH:4]=[CH:3][CH:2]=1.[CH2:16]([O:18][C:19]1[CH:20]=[C:21]([CH:24]=[C:25]([N+:28]([O-:30])=[O:29])[C:26]=1[OH:27])[CH:22]=O)[CH3:17].[NH2:31][C:32]([NH2:34])=[O:33].Cl. Product: [CH2:16]([O:18][C:19]1[CH:20]=[C:21]([CH:22]2[C:8]([C:9]3[CH:14]=[CH:13][N:12]=[CH:11][CH:10]=3)=[C:7]([C:1]3[CH:6]=[CH:5][CH:4]=[CH:3][CH:2]=3)[NH:34][C:32](=[O:33])[NH:31]2)[CH:24]=[C:25]([N+:28]([O-:30])=[O:29])[C:26]=1[OH:27])[CH3:17]. The catalyst class is: 8.